Dataset: Full USPTO retrosynthesis dataset with 1.9M reactions from patents (1976-2016). Task: Predict the reactants needed to synthesize the given product. Given the product [F:33][C:32]([F:35])([F:34])[C:30]([OH:36])=[O:31].[CH2:19]1[C:20]2[C:25](=[CH:24][CH:23]=[CH:22][CH:21]=2)[CH2:26][N:18]1[C:16](=[O:17])/[CH:15]=[CH:14]/[C@@H:13]([NH:12][C:10](=[O:11])[C@H:9]([CH3:29])[NH2:5])[CH2:27][CH3:28], predict the reactants needed to synthesize it. The reactants are: CC([N:5]([C@@H:9]([CH3:29])[C:10]([NH:12][C@@H:13]([CH2:27][CH3:28])/[CH:14]=[CH:15]/[C:16]([N:18]1[CH2:26][C:25]2[C:20](=[CH:21][CH:22]=[CH:23][CH:24]=2)[CH2:19]1)=[O:17])=[O:11])C(=O)[O-])(C)C.[C:30]([OH:36])([C:32]([F:35])([F:34])[F:33])=[O:31].